Dataset: Forward reaction prediction with 1.9M reactions from USPTO patents (1976-2016). Task: Predict the product of the given reaction. (1) Given the reactants [CH3:1][C:2]1[C:11]2[NH:10][C:9](=[O:12])[CH2:8][NH:7][C:6]=2[N:5]=[CH:4][CH:3]=1.[F:13][C:14]([F:30])([F:29])[O:15][C:16]1[CH:28]=[CH:27][C:19]([O:20][CH:21]([CH2:25][CH3:26])[C:22](O)=[O:23])=[CH:18][CH:17]=1.Cl.CN(C)CCCN=C=NCC.O.ON1C2C=CC=CC=2N=N1, predict the reaction product. The product is: [CH3:1][C:2]1[C:11]2[NH:10][C:9](=[O:12])[CH2:8][N:7]([C:22](=[O:23])[CH:21]([O:20][C:19]3[CH:27]=[CH:28][C:16]([O:15][C:14]([F:30])([F:29])[F:13])=[CH:17][CH:18]=3)[CH2:25][CH3:26])[C:6]=2[N:5]=[CH:4][CH:3]=1. (2) Given the reactants [Cl:1][C:2]1[CH:3]=[C:4]([CH:22]=[C:23]([C:25]([F:28])([F:27])[F:26])[CH:24]=1)[CH2:5][O:6][C:7]([N:9]1[CH2:15][CH2:14][CH2:13][N:12]2[N:16]=[C:17]([C:19]([OH:21])=O)[CH:18]=[C:11]2[CH2:10]1)=[O:8].[CH3:29][C:30]1([CH3:43])[NH:35][CH2:34][CH2:33][N:32](C(OC(C)(C)C)=O)[CH2:31]1, predict the reaction product. The product is: [CH3:29][C:30]1([CH3:43])[CH2:31][NH:32][CH2:33][CH2:34][N:35]1[C:19]([C:17]1[CH:18]=[C:11]2[CH2:10][N:9]([C:7]([O:6][CH2:5][C:4]3[CH:22]=[C:23]([C:25]([F:28])([F:27])[F:26])[CH:24]=[C:2]([Cl:1])[CH:3]=3)=[O:8])[CH2:15][CH2:14][CH2:13][N:12]2[N:16]=1)=[O:21]. (3) Given the reactants [CH:1]([O:4][CH2:5][CH2:6][NH:7][S:8]([NH:11]C(=O)OCC1C=CC=CC=1)(=[O:10])=[O:9])([CH3:3])[CH3:2], predict the reaction product. The product is: [CH:1]([O:4][CH2:5][CH2:6][NH:7][S:8]([NH2:11])(=[O:10])=[O:9])([CH3:3])[CH3:2]. (4) Given the reactants CC([O-])(C)C.[K+].[CH3:7][C:8]([C:10]1[CH:15]=[CH:14][C:13]([F:16])=[CH:12][CH:11]=1)=[O:9].C[O:18][C:19](=O)[C:20]1[CH:25]=[CH:24][C:23]([F:26])=[CH:22][CH:21]=1.O, predict the reaction product. The product is: [F:16][C:13]1[CH:14]=[CH:15][C:10]([C:8](=[O:9])[CH2:7][C:19]([C:20]2[CH:25]=[CH:24][C:23]([F:26])=[CH:22][CH:21]=2)=[O:18])=[CH:11][CH:12]=1.